This data is from Full USPTO retrosynthesis dataset with 1.9M reactions from patents (1976-2016). The task is: Predict the reactants needed to synthesize the given product. (1) The reactants are: Br[CH2:2][C:3]1[CH:8]=[CH:7][C:6]([C:9](=[O:27])[CH2:10][N:11]2[CH:16]=[CH:15][C:14]([O:17][CH2:18][C:19]3[CH:24]=[CH:23][C:22]([Br:25])=[CH:21][N:20]=3)=[CH:13][C:12]2=[O:26])=[C:5]([CH3:28])[CH:4]=1.Cl.[OH:30][CH2:31][C@H:32]1[CH2:37][CH2:36][CH2:35][CH2:34][NH:33]1.C([O-])([O-])=O.[K+].[K+]. Given the product [Br:25][C:22]1[CH:23]=[CH:24][C:19]([CH2:18][O:17][C:14]2[CH:15]=[CH:16][N:11]([CH2:10][C:9]([C:6]3[CH:7]=[CH:8][C:3]([CH2:2][N:33]4[CH2:34][CH2:35][CH2:36][CH2:37][C@@H:32]4[CH2:31][OH:30])=[CH:4][C:5]=3[CH3:28])=[O:27])[C:12](=[O:26])[CH:13]=2)=[N:20][CH:21]=1, predict the reactants needed to synthesize it. (2) The reactants are: [C:1]([O:5][C:6]([NH:8][C:9]1[CH:14]=[CH:13][C:12]([Cl:15])=[CH:11][C:10]=1/[CH:16]=[CH:17]/[C:18]([OH:20])=O)=[O:7])([CH3:4])([CH3:3])[CH3:2].CCN=C=NCCCN(C)C.Cl.Cl.[F:34][C:35]1[CH:48]=[CH:47][C:38]([CH2:39][N:40]2[CH2:45][CH2:44][NH:43][CH:42]([CH3:46])[CH2:41]2)=[CH:37][CH:36]=1. Given the product [C:1]([O:5][C:6](=[O:7])[NH:8][C:9]1[CH:14]=[CH:13][C:12]([Cl:15])=[CH:11][C:10]=1/[CH:16]=[CH:17]/[C:18]([N:43]1[CH2:44][CH2:45][N:40]([CH2:39][C:38]2[CH:47]=[CH:48][C:35]([F:34])=[CH:36][CH:37]=2)[CH2:41][CH:42]1[CH3:46])=[O:20])([CH3:2])([CH3:3])[CH3:4], predict the reactants needed to synthesize it. (3) Given the product [CH3:8][O:9][C:10]([C@H:12]1[CH2:17][N:16]([C:34](=[O:35])[C@@H:33]([NH:32][C:30]([O:29][C:25]([CH3:26])([CH3:28])[CH3:27])=[O:31])[CH:37]([CH3:39])[CH3:38])[CH2:15][CH2:14][N:13]1[C:18]1[CH:23]=[CH:22][C:21]([Cl:24])=[CH:20][CH:19]=1)=[O:11], predict the reactants needed to synthesize it. The reactants are: FC(F)(F)C(O)=O.[CH3:8][O:9][C:10]([C@H:12]1[CH2:17][NH:16][CH2:15][CH2:14][N:13]1[C:18]1[CH:23]=[CH:22][C:21]([Cl:24])=[CH:20][CH:19]=1)=[O:11].[C:25]([O:29][C:30]([NH:32][C@@H:33]([CH:37]([CH3:39])[CH3:38])[C:34](O)=[O:35])=[O:31])([CH3:28])([CH3:27])[CH3:26].CCN(C(C)C)C(C)C.CN(C(ON1N=NC2C=CC=CC1=2)=[N+](C)C)C.F[P-](F)(F)(F)(F)F. (4) Given the product [CH2:28]([O:30][C:31](=[O:38])[C@@:32]([F:37])([CH3:36])[C:33]([NH:1][C@@H:2]1[C:8](=[O:9])[N:7]([CH2:10][CH2:11][O:12][CH2:13][C:14]2[CH:19]=[CH:18][CH:17]=[CH:16][CH:15]=2)[C:6]2[CH:20]=[CH:21][CH:22]=[CH:23][C:5]=2[C:4]2[CH:24]=[CH:25][CH:26]=[CH:27][C:3]1=2)=[O:34])[CH3:29], predict the reactants needed to synthesize it. The reactants are: [NH2:1][C@@H:2]1[C:8](=[O:9])[N:7]([CH2:10][CH2:11][O:12][CH2:13][C:14]2[CH:19]=[CH:18][CH:17]=[CH:16][CH:15]=2)[C:6]2[CH:20]=[CH:21][CH:22]=[CH:23][C:5]=2[C:4]2[CH:24]=[CH:25][CH:26]=[CH:27][C:3]1=2.[CH2:28]([O:30][C:31](=[O:38])[C@@:32]([F:37])([CH3:36])[C:33](O)=[O:34])[CH3:29].